Dataset: Forward reaction prediction with 1.9M reactions from USPTO patents (1976-2016). Task: Predict the product of the given reaction. (1) Given the reactants [CH3:1][C:2]1[CH:6]=[C:5]([NH2:7])[NH:4][N:3]=1.[F:8][C:9]1[CH:10]=[C:11]([C:16](=O)[CH2:17][C:18](OCC)=[O:19])[CH:12]=[C:13]([F:15])[CH:14]=1, predict the reaction product. The product is: [F:8][C:9]1[CH:10]=[C:11]([C:16]2[N:4]3[N:3]=[C:2]([CH3:1])[CH:6]=[C:5]3[NH:7][C:18](=[O:19])[CH:17]=2)[CH:12]=[C:13]([F:15])[CH:14]=1. (2) The product is: [C:13]1([CH2:19][O:20][C:21]2[CH:26]=[CH:25][CH:24]=[CH:23][C:22]=2[C:27]2[CH:32]=[CH:31][CH:30]=[CH:29][C:28]=2[C:2]2[CH:12]=[C:6]([C:7]([O:9][CH2:10][CH3:11])=[O:8])[CH:5]=[N:4][CH:3]=2)[CH:14]=[CH:15][CH:16]=[CH:17][CH:18]=1. Given the reactants Br[C:2]1[CH:3]=[N:4][CH:5]=[C:6]([CH:12]=1)[C:7]([O:9][CH2:10][CH3:11])=[O:8].[C:13]1([CH2:19][O:20][C:21]2[CH:26]=[CH:25][CH:24]=[CH:23][C:22]=2[C:27]2[CH:32]=[CH:31][CH:30]=[CH:29][C:28]=2B(O)O)[CH:18]=[CH:17][CH:16]=[CH:15][CH:14]=1.C(=O)([O-])[O-].[K+].[K+], predict the reaction product. (3) The product is: [CH2:20]([CH:21]([O:24][C:5]1[C:14]2[CH2:13][CH2:12][CH2:11][CH2:10][C:9]=2[C:8]2=[N:15][N:16]=[C:17]([NH2:18])[N:7]2[N:6]=1)[CH2:22][CH3:23])[CH3:19]. Given the reactants [H-].[Na+].Br.Cl[C:5]1[C:14]2[CH2:13][CH2:12][CH2:11][CH2:10][C:9]=2[C:8]2=[N:15][N:16]=[C:17]([NH2:18])[N:7]2[N:6]=1.[CH3:19][CH2:20][CH:21]([OH:24])[CH2:22][CH3:23], predict the reaction product.